This data is from Forward reaction prediction with 1.9M reactions from USPTO patents (1976-2016). The task is: Predict the product of the given reaction. (1) Given the reactants [N:1]1([CH2:8][CH2:9][N:10]2[C:14]3=[N:15][CH:16]=[N:17][C:18]([NH:19][C:20]([NH:22][CH2:23][CH2:24][CH2:25][CH3:26])=[S:21])=[C:13]3[CH:12]=[N:11]2)[CH2:7][CH2:6][CH2:5][CH2:4][CH2:3][CH2:2]1.[C:27]([OH:34])(=[O:33])/[CH:28]=[CH:29]\[C:30]([OH:32])=[O:31], predict the reaction product. The product is: [C:27]([OH:34])(=[O:33])/[CH:28]=[CH:29]\[C:30]([OH:32])=[O:31].[N:1]1([CH2:8][CH2:9][N:10]2[C:14]3=[N:15][CH:16]=[N:17][C:18]([NH:19][C:20]([NH:22][CH2:23][CH2:24][CH2:25][CH3:26])=[S:21])=[C:13]3[CH:12]=[N:11]2)[CH2:2][CH2:3][CH2:4][CH2:5][CH2:6][CH2:7]1. (2) Given the reactants [CH3:1]/[C:2](=[CH:5]\[C:6]1[CH:11]=[CH:10][C:9]([CH3:12])=[CH:8][CH:7]=1)/[CH:3]=[O:4].[H-].[Al+3].[Li+].[H-].[H-].[H-].S([O-])([O-])(=O)=O.[Na+].[Na+], predict the reaction product. The product is: [CH3:1]/[C:2](=[CH:5]\[C:6]1[CH:7]=[CH:8][C:9]([CH3:12])=[CH:10][CH:11]=1)/[CH2:3][OH:4].